This data is from Forward reaction prediction with 1.9M reactions from USPTO patents (1976-2016). The task is: Predict the product of the given reaction. (1) Given the reactants [C:1]([O:5][C:6](=[O:33])[NH:7][C:8]1[CH:13]=[CH:12][C:11]([S:14][C:15]2[CH:20]=[CH:19][C:18]([O:21][CH:22]([C:24]3[CH:29]=[CH:28][CH:27]=[CH:26][CH:25]=3)[CH3:23])=[CH:17][C:16]=2[N+:30]([O-])=O)=[CH:10][CH:9]=1)([CH3:4])([CH3:3])[CH3:2].[Cl-].[NH4+].O1CCCC1.O, predict the reaction product. The product is: [C:1]([O:5][C:6](=[O:33])[NH:7][C:8]1[CH:13]=[CH:12][C:11]([S:14][C:15]2[CH:20]=[CH:19][C:18]([O:21][CH:22]([C:24]3[CH:25]=[CH:26][CH:27]=[CH:28][CH:29]=3)[CH3:23])=[CH:17][C:16]=2[NH2:30])=[CH:10][CH:9]=1)([CH3:2])([CH3:3])[CH3:4]. (2) Given the reactants [Br:1][C:2]1[CH:7]=[CH:6][C:5]([N:8]2[C:12]([CH:13]3[CH2:15][CH2:14]3)=[C:11]([C:16]([O:18]CC)=[O:17])[CH:10]=[N:9]2)=[CH:4][CH:3]=1.[OH-].[Na+], predict the reaction product. The product is: [Br:1][C:2]1[CH:3]=[CH:4][C:5]([N:8]2[C:12]([CH:13]3[CH2:14][CH2:15]3)=[C:11]([C:16]([OH:18])=[O:17])[CH:10]=[N:9]2)=[CH:6][CH:7]=1. (3) Given the reactants [Br:1][C:2]1[CH:9]=[CH:8][C:5]([CH2:6][NH2:7])=[CH:4][CH:3]=1.CCN(C(C)C)C(C)C.[CH3:19][O:20][C:21]1[CH:26]=[CH:25][CH:24]=[CH:23][C:22]=1[S:27](Cl)(=[O:29])=[O:28], predict the reaction product. The product is: [Br:1][C:2]1[CH:9]=[CH:8][C:5]([CH2:6][NH:7][S:27]([C:22]2[CH:23]=[CH:24][CH:25]=[CH:26][C:21]=2[O:20][CH3:19])(=[O:29])=[O:28])=[CH:4][CH:3]=1. (4) Given the reactants [F:1][CH:2]([F:15])[N:3]1[C:11]2[C:6](=[CH:7][C:8]([C:12]#[N:13])=[CH:9][CH:10]=2)[CH:5]=[C:4]1[CH3:14].N, predict the reaction product. The product is: [F:15][CH:2]([F:1])[N:3]1[C:11]2[C:6](=[CH:7][C:8]([CH2:12][NH2:13])=[CH:9][CH:10]=2)[CH:5]=[C:4]1[CH3:14].